From a dataset of Forward reaction prediction with 1.9M reactions from USPTO patents (1976-2016). Predict the product of the given reaction. Given the reactants C[O:2][C:3]1[CH:28]=[CH:27][C:6]([CH2:7][C@@H:8]([CH2:12][CH2:13][C@H:14]([CH2:18][C:19]2[CH:24]=[CH:23][C:22]([O:25]C)=[CH:21][CH:20]=2)[C:15]([OH:17])=[O:16])[C:9]([OH:11])=[O:10])=[CH:5][CH:4]=1.Br, predict the reaction product. The product is: [OH:2][C:3]1[CH:28]=[CH:27][C:6]([CH2:7][C@@H:8]([CH2:12][CH2:13][C@H:14]([CH2:18][C:19]2[CH:20]=[CH:21][C:22]([OH:25])=[CH:23][CH:24]=2)[C:15]([OH:17])=[O:16])[C:9]([OH:11])=[O:10])=[CH:5][CH:4]=1.